Task: Regression. Given two drug SMILES strings and cell line genomic features, predict the synergy score measuring deviation from expected non-interaction effect.. Dataset: NCI-60 drug combinations with 297,098 pairs across 59 cell lines (1) Drug 1: C1=C(C(=O)NC(=O)N1)N(CCCl)CCCl. Drug 2: C1=CN(C=N1)CC(O)(P(=O)(O)O)P(=O)(O)O. Cell line: MALME-3M. Synergy scores: CSS=-3.09, Synergy_ZIP=-6.56, Synergy_Bliss=-17.5, Synergy_Loewe=-20.1, Synergy_HSA=-17.0. (2) Drug 1: C1CC(=O)NC(=O)C1N2CC3=C(C2=O)C=CC=C3N. Drug 2: C(CN)CNCCSP(=O)(O)O. Cell line: LOX IMVI. Synergy scores: CSS=1.94, Synergy_ZIP=-2.81, Synergy_Bliss=-2.51, Synergy_Loewe=-1.96, Synergy_HSA=-1.75.